From a dataset of NCI-60 drug combinations with 297,098 pairs across 59 cell lines. Regression. Given two drug SMILES strings and cell line genomic features, predict the synergy score measuring deviation from expected non-interaction effect. (1) Drug 1: C1=CC=C(C(=C1)C(C2=CC=C(C=C2)Cl)C(Cl)Cl)Cl. Drug 2: C1=NC2=C(N1)C(=S)N=CN2. Cell line: BT-549. Synergy scores: CSS=41.4, Synergy_ZIP=0.477, Synergy_Bliss=1.80, Synergy_Loewe=-38.3, Synergy_HSA=2.16. (2) Drug 1: COC1=CC(=CC(=C1O)OC)C2C3C(COC3=O)C(C4=CC5=C(C=C24)OCO5)OC6C(C(C7C(O6)COC(O7)C8=CC=CS8)O)O. Drug 2: COCCOC1=C(C=C2C(=C1)C(=NC=N2)NC3=CC=CC(=C3)C#C)OCCOC.Cl. Cell line: COLO 205. Synergy scores: CSS=47.0, Synergy_ZIP=7.51, Synergy_Bliss=8.41, Synergy_Loewe=-13.3, Synergy_HSA=8.38. (3) Drug 1: C1=C(C(=O)NC(=O)N1)N(CCCl)CCCl. Drug 2: CC1C(C(CC(O1)OC2CC(CC3=C2C(=C4C(=C3O)C(=O)C5=CC=CC=C5C4=O)O)(C(=O)C)O)N)O. Cell line: A549. Synergy scores: CSS=60.0, Synergy_ZIP=-3.70, Synergy_Bliss=-3.00, Synergy_Loewe=-5.34, Synergy_HSA=3.19. (4) Drug 1: CCC1=CC2CC(C3=C(CN(C2)C1)C4=CC=CC=C4N3)(C5=C(C=C6C(=C5)C78CCN9C7C(C=CC9)(C(C(C8N6C)(C(=O)OC)O)OC(=O)C)CC)OC)C(=O)OC.C(C(C(=O)O)O)(C(=O)O)O. Drug 2: CC(CN1CC(=O)NC(=O)C1)N2CC(=O)NC(=O)C2. Cell line: HCT-15. Synergy scores: CSS=32.0, Synergy_ZIP=-10.9, Synergy_Bliss=-3.52, Synergy_Loewe=-8.04, Synergy_HSA=-0.191. (5) Synergy scores: CSS=7.64, Synergy_ZIP=-4.41, Synergy_Bliss=-1.89, Synergy_Loewe=-8.75, Synergy_HSA=-2.43. Drug 2: CS(=O)(=O)OCCCCOS(=O)(=O)C. Cell line: EKVX. Drug 1: CN(CCCl)CCCl.Cl.